From a dataset of Reaction yield outcomes from USPTO patents with 853,638 reactions. Predict the reaction yield, written as a fraction of the theoretical maximum amount of product (1.0 means a 100% yield; for example, 0.34 means a 34% yield). (1) The reactants are [C:1]1(=[O:8])[CH2:6][CH2:5][CH2:4][C:3](=[O:7])[CH2:2]1.[CH3:9][C:10]([CH2:12]O)=O. The catalyst is C(O)C.C(OCC)(=O)C.[Cl-].[Zn+2].[Cl-]. The product is [CH3:12][C:10]1[C:2]2[C:1](=[O:8])[CH2:6][CH2:5][CH2:4][C:3]=2[O:7][CH:9]=1. The yield is 0.380. (2) The catalyst is C(O)C. The yield is 0.660. The reactants are [CH3:1][N:2]([C:4](=[O:28])[C:5]([N:7]([CH3:27])[C:8]12[CH2:16][CH2:15][CH:12]([CH2:13][CH2:14]1)[CH2:11][N:10]1[C:17](=[O:26])[C:18]([OH:25])=[C:19]([C:21]([O:23]C)=O)[N:20]=[C:9]21)=[O:6])[CH3:3].[F:29][C:30]1[CH:35]=[CH:34][C:33]([CH2:36][NH2:37])=[CH:32][C:31]=1[CH3:38]. The product is [F:29][C:30]1[CH:35]=[CH:34][C:33]([CH2:36][NH:37][C:21]([C:19]2[N:20]=[C:9]3[C:8]4([N:7]([CH3:27])[C:5](=[O:6])[C:4]([N:2]([CH3:1])[CH3:3])=[O:28])[CH2:14][CH2:13][CH:12]([CH2:15][CH2:16]4)[CH2:11][N:10]3[C:17](=[O:26])[C:18]=2[OH:25])=[O:23])=[CH:32][C:31]=1[CH3:38]. (3) The reactants are Cl[C:2]1[C:11]([CH:12]=[O:13])=[CH:10][C:9]2[C:4](=[CH:5][C:6]([O:15][CH3:16])=[C:7]([Cl:14])[CH:8]=2)[N:3]=1.[CH3:17][O-:18].[Na+]. The catalyst is CO.C1COCC1. The product is [Cl:14][C:7]1[CH:8]=[C:9]2[C:4](=[CH:5][C:6]=1[O:15][CH3:16])[N:3]=[C:2]([O:18][CH3:17])[C:11]([CH:12]=[O:13])=[CH:10]2. The yield is 0.960. (4) The reactants are [Cl:1][C:2]1[CH:3]=[C:4]([OH:12])[CH:5]=[CH:6][C:7]=1[C:8]([F:11])([F:10])[F:9].Br[CH2:14][C:15]1[C:27]([F:28])=[CH:26][C:18]([C:19]([NH:21][S:22]([CH3:25])(=[O:24])=[O:23])=[O:20])=[C:17]([F:29])[CH:16]=1.C(=O)([O-])[O-].[K+].[K+].Cl. The catalyst is CS(C)=O. The product is [Cl:1][C:2]1[CH:3]=[C:4]([CH:5]=[CH:6][C:7]=1[C:8]([F:10])([F:11])[F:9])[O:12][CH2:14][C:15]1[C:27]([F:28])=[CH:26][C:18]([C:19]([NH:21][S:22]([CH3:25])(=[O:24])=[O:23])=[O:20])=[C:17]([F:29])[CH:16]=1. The yield is 0.560. (5) The reactants are C([O:3][C:4](=[O:18])[CH:5]([OH:17])[CH:6]1[C:11](=[O:12])[NH:10][C:9]2[CH:13]=[CH:14][CH:15]=[CH:16][C:8]=2[S:7]1)C.[OH-].[Na+].O. The catalyst is CCO. The product is [OH:17][CH:5]([CH:6]1[C:11](=[O:12])[NH:10][C:9]2[CH:13]=[CH:14][CH:15]=[CH:16][C:8]=2[S:7]1)[C:4]([OH:18])=[O:3]. The yield is 0.760. (6) The reactants are [CH3:1][N:2]1[CH2:7][CH2:6][CH:5]([O:8][C:9]2[N:14]=[C:13]([NH2:15])[CH:12]=[CH:11][CH:10]=2)[CH2:4][CH2:3]1.[F:16][C:17]1[CH:25]=[C:24]([F:26])[CH:23]=[C:22]([F:27])[C:18]=1[C:19]([Cl:21])=[O:20]. No catalyst specified. The product is [ClH:21].[CH3:1][N:2]1[CH2:3][CH2:4][CH:5]([O:8][C:9]2[N:14]=[C:13]([NH:15][C:19](=[O:20])[C:18]3[C:22]([F:27])=[CH:23][C:24]([F:26])=[CH:25][C:17]=3[F:16])[CH:12]=[CH:11][CH:10]=2)[CH2:6][CH2:7]1. The yield is 0.880.